From a dataset of Merck oncology drug combination screen with 23,052 pairs across 39 cell lines. Regression. Given two drug SMILES strings and cell line genomic features, predict the synergy score measuring deviation from expected non-interaction effect. (1) Drug 1: O=P1(N(CCCl)CCCl)NCCCO1. Drug 2: C#Cc1cccc(Nc2ncnc3cc(OCCOC)c(OCCOC)cc23)c1. Cell line: HT29. Synergy scores: synergy=2.17. (2) Drug 1: CN(Cc1cnc2nc(N)nc(N)c2n1)c1ccc(C(=O)NC(CCC(=O)O)C(=O)O)cc1. Drug 2: N#Cc1ccc(Cn2cncc2CN2CCN(c3cccc(Cl)c3)C(=O)C2)cc1. Cell line: SKOV3. Synergy scores: synergy=2.98. (3) Drug 1: CN(C)C(=N)N=C(N)N. Drug 2: CS(=O)(=O)CCNCc1ccc(-c2ccc3ncnc(Nc4ccc(OCc5cccc(F)c5)c(Cl)c4)c3c2)o1. Cell line: PA1. Synergy scores: synergy=5.96. (4) Drug 1: O=C(CCCCCCC(=O)Nc1ccccc1)NO. Drug 2: Cn1nnc2c(C(N)=O)ncn2c1=O. Cell line: LOVO. Synergy scores: synergy=8.43. (5) Drug 1: NC(=O)c1cccc2cn(-c3ccc(C4CCCNC4)cc3)nc12. Drug 2: Cn1cc(-c2cnn3c(N)c(Br)c(C4CCCNC4)nc23)cn1. Cell line: OCUBM. Synergy scores: synergy=58.4. (6) Drug 1: O=S1(=O)NC2(CN1CC(F)(F)F)C1CCC2Cc2cc(C=CCN3CCC(C(F)(F)F)CC3)ccc2C1. Cell line: MSTO. Drug 2: Cn1c(=O)n(-c2ccc(C(C)(C)C#N)cc2)c2c3cc(-c4cnc5ccccc5c4)ccc3ncc21. Synergy scores: synergy=14.4. (7) Drug 1: C=CCn1c(=O)c2cnc(Nc3ccc(N4CCN(C)CC4)cc3)nc2n1-c1cccc(C(C)(C)O)n1. Drug 2: Cn1cc(-c2cnn3c(N)c(Br)c(C4CCCNC4)nc23)cn1. Cell line: VCAP. Synergy scores: synergy=78.2.